Dataset: B-cell epitopes from PDB crystal structures with 447 antigens. Task: Token-level Classification. Given an antigen amino acid sequence, predict which amino acid positions are active epitope sites capable of antibody binding. Output is a list of indices for active positions. (1) Given the antigen sequence: GNVDLVFLFDGSMSLQPDEFQKILDFMKDVMKKLSNTSYQFAAVQFSTSYKTEFDFSDYVKRKDPDALLKHVKHMLLLTNTFGAINYVATEVFREELGARPDATKVLIIITDGEATDSGNIDAAKDIIRYIIGIGKHFQTKESQETLHKFASKPASEFVKILDTFEKLKDLFTELQKKI, which amino acid positions are active epitope sites? The epitope positions are: [16, 19, 20, 23, 27, 63, 65, 66, 69, 70, 71, 72, 73, 75, 119, 121, 124]. The amino acids at these positions are: PFQLKDDAKHVKHLNDK. (2) Given the antigen sequence: ADPGDTICIGYHANNSTDTVDTVLEKNVTVTHSVNLLEDSHNGKLCKLKGIAPLQLGKCNIAGWLLGNPECDLLLTASSWSYIVETSNSENGTCYPGDFIDYEELREQLSSVSSFEKFEIFPKTSSWPNHETTKGVTAACSYAGASSFYRNLLWLTKKGSSYPKLSKSYVNNKGKEVLVLWGVHHPPTGTDQQSLYQNADAYVSVGSSKYNRRFTPEIAARPKVRDQAGRMNYYWTLLEPGDTITFEATGNLIAPWYAFALNRGSGSGIITSDAPVHDCNTKCQTPHGAINSSLPFQNIHPVTIGECPKYVRSTKLRMATGLRNIPSI, which amino acid positions are active epitope sites? The epitope positions are: [31, 33, 34, 35, 119, 120, 121, 123, 124, 153, 154, 155, 156, 157, 158, 159, 161, 162, 163, 165... (29 total positions)]. The amino acids at these positions are: HVNLIFPTSWLTKKGSYPKSSTTNSSLPT. (3) Given the antigen sequence: SALHWRAAGAATVLLVIVLLAGSYLAVLAERGAPGAQLITYPRALWWSVETATTVGYGDLYPVTLWGRLVAVVVMVAGITSFGLVTAALATWFVGRAQERRG, which amino acid positions are active epitope sites? The epitope positions are: [23, 27, 30, 31, 32, 33, 34, 35, 36, 38, 39, 40, 42]. The amino acids at these positions are: YLRGAPGAQITYR. (4) Given the antigen sequence: SLDEKNSVSVDLPGEMKVLVSKEKNKDGKYDLIATVDKLELKGTSDKNNGSGVLEGVKADKCKVKLTISDDLGQTTLEVFKEDGKTLVSKKVTSKDKSSTEEKFNEKGEVSEKIITRADGTRLEYTGIKSDGSGKAKEVLKGYVLEGTLTAEKTTLVVKEGTVTLSKNISKSGEVSVELNDTDSSAATKKTAAWNSGTSTLTITVNSKKTKDLVFTKENTITVQQYDSNGTKLEGSAVEITKLDEIKNALK, which amino acid positions are active epitope sites? The epitope positions are: [7, 10, 11, 12, 19, 20, 21, 22, 23, 29, 46, 47, 48, 69, 70, 71, 72, 94, 95, 96... (37 total positions)]. The amino acids at these positions are: VDLPVSKEKYKNNDDLGKDKSSAAKTAATN.... (5) Given the antigen sequence: DSDIAFLIDGSGSIIPHDFRRMKEFVSTVMEQLKKSKTLFSLMQYSEEFRIHFTFKEFQNNPNPRSLVKPITQLLGRTHTATGIRKVVRELFNITNGARKNAFKILVVITDGEKFGDPLGYEDVIPEADREGVIRYVIGVGDAFRSEKSRQELNTIASKPPRDHVFQVNNFEALKTIQNQLREKGF, which amino acid positions are active epitope sites? The epitope positions are: [10, 11, 12, 13, 16, 17, 19, 20, 21, 27, 28, 46, 47, 48, 49, 50, 62, 63, 64, 65... (43 total positions)]. The amino acids at these positions are: SGSIHDRRMTVEEFRINPRSLKPLLGRTHG.... (6) Given the antigen sequence: VHQAISPRTLNAWVKVVEEKAFSPEVIPMFSALSEGATPQDLNTMLNTVGGHQAAMQMLKETINEEAAEWDRVHPVHAGPIAPGQMREPRGSDIAGTTSTLQEQIGWMTNNPPIPVGEIYKRWIILGLNKIVRMYSPTSILDIRQGPKEPFRDYVDRFYKTLRAEQASQEVKNWMTETLLVQNANPDCKTILKALGPAATLEEMMTACQG, which amino acid positions are active epitope sites? The epitope positions are: [176, 193, 194, 195, 196, 197, 198, 199, 201, 202, 205, 206]. The amino acids at these positions are: EALGPAATEETA. (7) Given the antigen sequence: SCNGLYYQGSCYILHSDYQMFSDAAANCTAESSTLPNKSDVMITWLIDYVEDTWGSDGNPITSDVSQEVRKYFCVKTM, which amino acid positions are active epitope sites? The epitope positions are: [17, 19, 20, 56, 57, 58, 63, 65, 66, 67, 68]. The amino acids at these positions are: YMFDGNDSQEV.